Dataset: Forward reaction prediction with 1.9M reactions from USPTO patents (1976-2016). Task: Predict the product of the given reaction. (1) Given the reactants [N+:1]([C:4]1[CH:11]=[C:10]([C:12]2[NH:16][N:15]=[CH:14][CH:13]=2)[CH:9]=[CH:8][C:5]=1[C:6]#[N:7])([O-:3])=[O:2].[H-].[Na+].CS(O[CH2:24][CH2:25][NH:26][C:27]([O:29][C:30]([CH3:33])([CH3:32])[CH3:31])=[O:28])(=O)=O.O, predict the reaction product. The product is: [C:6]([C:5]1[CH:8]=[CH:9][C:10]([C:12]2[CH:13]=[CH:14][N:15]([CH2:24][CH2:25][NH:26][C:27](=[O:28])[O:29][C:30]([CH3:33])([CH3:32])[CH3:31])[N:16]=2)=[CH:11][C:4]=1[N+:1]([O-:3])=[O:2])#[N:7]. (2) Given the reactants Cl[C:2]1[N:7]=[C:6](Cl)[C:5]([C:9]([O:11][CH2:12][CH3:13])=[O:10])=[CH:4][N:3]=1.[NH2:14][C:15]1[CH:16]=[CH:17][CH:18]=[C:19]2[C:23]=1[NH:22][N:21]=[CH:20]2, predict the reaction product. The product is: [NH:22]1[C:23]2[C:19](=[CH:18][CH:17]=[CH:16][C:15]=2[NH:14][C:2]2[N:7]=[C:6]([NH:14][C:15]3[CH:16]=[CH:17][CH:18]=[C:19]4[C:23]=3[NH:22][N:21]=[CH:20]4)[C:5]([C:9]([O:11][CH2:12][CH3:13])=[O:10])=[CH:4][N:3]=2)[CH:20]=[N:21]1. (3) Given the reactants [CH3:1][N:2]([CH2:4]/[CH:5]=[CH:6]/[C:7]([NH:9][C:10]1[CH:11]=[C:12]2[C:25]([NH:26][C:27]3[CH:28]=[CH:29][C:30]([F:34])=[C:31]([Cl:33])[CH:32]=3)=[N:24][CH:23]=[N:22][C:13]2=[CH:14][C:15]=1[O:16][C@@H:17]1[CH2:21][O:20][CH2:19][CH2:18]1)=[O:8])[CH3:3].[C:35]([OH:42])(=[O:41])/[CH:36]=[CH:37]\[C:38]([OH:40])=[O:39].C1COCC1, predict the reaction product. The product is: [CH3:3][N:2]([CH3:1])[CH2:4]/[CH:5]=[CH:6]/[C:7]([NH:9][C:10]1[CH:11]=[C:12]2[C:13]([N:22]=[CH:23][N:24]=[C:25]2[NH:26][C:27]2[CH:28]=[CH:29][C:30]([F:34])=[C:31]([Cl:33])[CH:32]=2)=[CH:14][C:15]=1[O:16][C@H:17]1[CH2:18][CH2:19][O:20][CH2:21]1)=[O:8].[CH:36](/[C:35]([OH:42])=[O:41])=[CH:37]/[C:38]([OH:40])=[O:39].[CH:36](/[C:35]([OH:42])=[O:41])=[CH:37]/[C:38]([OH:40])=[O:39]. (4) The product is: [C:1]([O:5][C:6](=[O:26])[C:7]([CH3:9])([S:10][C:11]1[S:12][CH:13]=[C:14]([CH2:16][CH2:17][NH:18][C:19]2[N:24]=[CH:23][C:22]([C:33]3[CH:32]=[CH:31][CH:30]=[C:29]([C:28]([F:40])([F:39])[F:27])[CH:34]=3)=[CH:21][N:20]=2)[N:15]=1)[CH3:8])([CH3:4])([CH3:3])[CH3:2]. Given the reactants [C:1]([O:5][C:6](=[O:26])[C:7]([S:10][C:11]1[S:12][CH:13]=[C:14]([CH2:16][CH2:17][NH:18][C:19]2[N:24]=[CH:23][C:22](Br)=[CH:21][N:20]=2)[N:15]=1)([CH3:9])[CH3:8])([CH3:4])([CH3:3])[CH3:2].[F:27][C:28]([F:40])([F:39])[C:29]1[CH:30]=[C:31](OB(O)O)[CH:32]=[CH:33][CH:34]=1.O, predict the reaction product.